Dataset: Catalyst prediction with 721,799 reactions and 888 catalyst types from USPTO. Task: Predict which catalyst facilitates the given reaction. (1) Reactant: [CH3:1][C:2]([O:5][C:6]([N:8]([CH3:22])[C@H:9](C(O)=O)[CH2:10][C:11]1C=C[C:14](OC)=[CH:13][CH:12]=1)=[O:7])([CH3:4])[CH3:3].ClC(OCC)=O.CCN(CC)CC.[NH4+:36].[OH-:37].[CH2:38]1[CH2:42][O:41][CH2:40][CH2:39]1. Product: [CH3:1][C:2]([O:5][C:6]([N:8]([CH3:22])[C:9](=[O:37])[C@H:10]([CH2:11][C:12]1[CH:39]=[CH:38][C:42]([O:41][CH3:40])=[CH:14][CH:13]=1)[NH2:36])=[O:7])([CH3:4])[CH3:3]. The catalyst class is: 170. (2) Reactant: [N:1]1[CH:6]=[CH:5][N:4]=[CH:3][C:2]=1[C:7]1[N:12]=[CH:11][N:10]=[C:9]([N:13]=[C:14](SC)SC)[CH:8]=1.C([O-])([O-])=[O:20].[Cs+].[Cs+].Cl.Cl.[NH2:27][CH2:28][C@@:29]1([OH:37])[CH:34]2[CH2:35][CH2:36][N:31]([CH2:32][CH2:33]2)[CH2:30]1. Product: [OH-:20].[NH4+:1].[N:1]1[CH:6]=[CH:5][N:4]=[CH:3][C:2]=1[C:7]1[N:12]=[CH:11][N:10]=[C:9]([NH:13][C:14]2[O:37][C@:29]3([CH2:28][N:27]=2)[CH:34]2[CH2:35][CH2:36][N:31]([CH2:32][CH2:33]2)[CH2:30]3)[CH:8]=1. The catalyst class is: 42. (3) Reactant: C(OC([N:8]1[CH2:12][CH2:11][CH:10]([CH:13]([NH:19]C(OC(C)(C)C)=O)[C:14]([C:17]#[N:18])([CH3:16])[CH3:15])[CH2:9]1)=O)(C)(C)C.[ClH:27]. Product: [ClH:27].[ClH:27].[NH2:19][CH:13]([CH:10]1[CH2:11][CH2:12][NH:8][CH2:9]1)[C:14]([CH3:16])([CH3:15])[C:17]#[N:18]. The catalyst class is: 135. (4) Reactant: [Cl:1][C:2]1[CH:18]=[C:17]([O:19][CH2:20][CH:21]=[C:22]([Cl:24])[Cl:23])[CH:16]=[C:15]([Cl:25])[C:3]=1[O:4][CH2:5][CH2:6][C:7]1[CH:14]=[CH:13][C:10]([CH:11]=O)=[CH:9][CH:8]=1.Cl.[CH2:27]([O:30][NH2:31])[CH2:28][CH3:29].Cl. Product: [CH2:27]([O:30][N:31]=[CH:11][C:10]1[CH:13]=[CH:14][C:7]([CH2:6][CH2:5][O:4][C:3]2[C:2]([Cl:1])=[CH:18][C:17]([O:19][CH2:20][CH:21]=[C:22]([Cl:24])[Cl:23])=[CH:16][C:15]=2[Cl:25])=[CH:8][CH:9]=1)[CH2:28][CH3:29]. The catalyst class is: 17. (5) Reactant: [N+:1]([C:4]1[C:5]([N:16]2[CH2:21][CH2:20][O:19][CH2:18][CH2:17]2)=[N:6][CH:7]=[C:8]([N:10]2[CH2:15][CH2:14][S:13][CH2:12][CH2:11]2)[CH:9]=1)([O-])=O. Product: [O:19]1[CH2:20][CH2:21][N:16]([C:5]2[C:4]([NH2:1])=[CH:9][C:8]([N:10]3[CH2:15][CH2:14][S:13][CH2:12][CH2:11]3)=[CH:7][N:6]=2)[CH2:17][CH2:18]1. The catalyst class is: 19. (6) Product: [Cl:6][C:7]1[C:11]([Cl:12])=[C:10]([CH3:13])[NH:9][C:8]=1[C:14]([NH:16][CH:17]1[CH2:22][CH2:21][N:20]([C:23]2[S:24][C:25]([C:30]#[N:31])=[C:26]([OH:28])[N:27]=2)[CH2:19][CH2:18]1)=[O:15]. The catalyst class is: 366. Reactant: I[Si](C)(C)C.[Cl:6][C:7]1[C:11]([Cl:12])=[C:10]([CH3:13])[NH:9][C:8]=1[C:14]([NH:16][CH:17]1[CH2:22][CH2:21][N:20]([C:23]2[S:24][C:25]([C:30]#[N:31])=[C:26]([O:28]C)[N:27]=2)[CH2:19][CH2:18]1)=[O:15]. (7) Reactant: [CH3:1][O:2][C:3]1[CH:8]=[CH:7][C:6]([CH:9]=[CH:10][C:11]([O:13]CC)=[O:12])=[CH:5][C:4]=1[C:16]1[C:25]([O:26][CH2:27][C:28]2[CH:33]=[CH:32][CH:31]=[C:30]([O:34]COC)[CH:29]=2)=[CH:24][C:23]2[C:22]([CH3:39])([CH3:38])[CH2:21][CH2:20][C:19]([CH3:41])([CH3:40])[C:18]=2[CH:17]=1. Product: [CH3:1][O:2][C:3]1[CH:8]=[CH:7][C:6]([CH:9]=[CH:10][C:11]([OH:13])=[O:12])=[CH:5][C:4]=1[C:16]1[C:25]([O:26][CH2:27][C:28]2[CH:33]=[CH:32][CH:31]=[C:30]([OH:34])[CH:29]=2)=[CH:24][C:23]2[C:22]([CH3:39])([CH3:38])[CH2:21][CH2:20][C:19]([CH3:41])([CH3:40])[C:18]=2[CH:17]=1. The catalyst class is: 8. (8) Reactant: C(NC(C)C)(C)C.C([Li])CCC.[CH3:13][C:14](=[O:22])/[CH:15]=[CH:16]/[CH2:17][CH2:18][CH2:19][CH2:20][CH3:21].[CH3:23][Si:24](Cl)([CH3:26])[CH3:25]. Product: [CH3:23][Si:24]([CH3:26])([CH3:25])[O:22][C:14](/[CH:15]=[CH:16]/[CH2:17][CH2:18][CH2:19][CH2:20][CH3:21])=[CH2:13]. The catalyst class is: 134. (9) Reactant: [C:1]([NH:4][S:5]([C:8]1[CH:13]=[CH:12][C:11]([N:14]2[C:22]3[C:21]4[CH:23]=[C:24]([NH:27][C:28](=[O:36])[C:29]5[CH:34]=[CH:33][CH:32]=[CH:31][C:30]=5[Cl:35])[CH:25]=[CH:26][C:20]=4[CH2:19][CH2:18][C:17]=3[C:16]([C:37]([NH2:39])=[O:38])=[N:15]2)=[CH:10][CH:9]=1)(=[O:7])=[O:6])(=[O:3])[CH3:2].I[CH3:41]. Product: [Cl:35][C:30]1[CH:31]=[CH:32][CH:33]=[CH:34][C:29]=1[C:28]([NH:27][C:24]1[CH:25]=[CH:26][C:20]2[CH2:19][CH2:18][C:17]3[C:16]([C:37]([NH2:39])=[O:38])=[N:15][N:14]([C:11]4[CH:10]=[CH:9][C:8]([S:5]([NH:4][CH3:1])(=[O:6])=[O:7])=[CH:13][CH:12]=4)[C:22]=3[C:21]=2[CH:23]=1)=[O:36].[C:1]([N:4]([CH3:41])[S:5]([C:8]1[CH:9]=[CH:10][C:11]([N:14]2[C:22]3[C:21]4[CH:23]=[C:24]([NH:27][C:28](=[O:36])[C:29]5[CH:34]=[CH:33][CH:32]=[CH:31][C:30]=5[Cl:35])[CH:25]=[CH:26][C:20]=4[CH2:19][CH2:18][C:17]=3[C:16]([C:37]([NH2:39])=[O:38])=[N:15]2)=[CH:12][CH:13]=1)(=[O:7])=[O:6])(=[O:3])[CH3:2]. The catalyst class is: 3. (10) The catalyst class is: 101. Reactant: [CH3:1][C:2]([CH3:46])([CH3:45])[C:3]([C:5]1[C:13]2[C:8](=[N:9][CH:10]=[C:11]([C:14]3[CH:15]=[C:16](OS(C(F)(F)C(F)(F)C(F)(F)C(F)(F)F)(=O)=O)[CH:17]=[CH:18][CH:19]=3)[N:12]=2)[N:7]([CH2:37][O:38][CH2:39][CH2:40][Si:41]([CH3:44])([CH3:43])[CH3:42])[CH:6]=1)=[O:4].[CH3:47][S:48]([CH:51]1[CH2:55][CH2:54][NH:53][CH2:52]1)(=[O:50])=[O:49].CC1(C)C2C(=C(P(C3C=CC=CC=3)C3C=CC=CC=3)C=CC=2)OC2C(P(C3C=CC=CC=3)C3C=CC=CC=3)=CC=CC1=2.[O-]P([O-])([O-])=O.[K+].[K+].[K+]. Product: [CH3:47][S:48]([CH:51]1[CH2:55][CH2:54][N:53]([C:16]2[CH:15]=[C:14]([C:11]3[N:12]=[C:13]4[C:5]([C:3](=[O:4])[C:2]([CH3:1])([CH3:45])[CH3:46])=[CH:6][N:7]([CH2:37][O:38][CH2:39][CH2:40][Si:41]([CH3:44])([CH3:43])[CH3:42])[C:8]4=[N:9][CH:10]=3)[CH:19]=[CH:18][CH:17]=2)[CH2:52]1)(=[O:50])=[O:49].